Predict the reactants needed to synthesize the given product. From a dataset of Full USPTO retrosynthesis dataset with 1.9M reactions from patents (1976-2016). (1) Given the product [Cl:12][C:9]1[CH:10]=[CH:11][C:6]2[S:5][CH:4]=[C:3]([CH2:2][N:23]3[CH2:24][CH2:25][N:20]([C:18]4[CH:17]=[CH:16][CH:15]=[C:14]([CH3:13])[N:19]=4)[CH2:21][CH2:22]3)[C:7]=2[CH:8]=1, predict the reactants needed to synthesize it. The reactants are: Br[CH2:2][C:3]1[C:7]2[CH:8]=[C:9]([Cl:12])[CH:10]=[CH:11][C:6]=2[S:5][CH:4]=1.[CH3:13][C:14]1[N:19]=[C:18]([N:20]2[CH2:25][CH2:24][NH:23][CH2:22][CH2:21]2)[CH:17]=[CH:16][CH:15]=1.CN(C)C=O.ClCCl. (2) Given the product [OH:1][C:2]1[C:7]2[C@@:8]3([OH:45])[C@@:21]([O:25][CH3:26])([C@H:22]([OH:24])[CH2:23][C:6]=2[CH:5]=[C:4]([CH3:46])[C:3]=1[C:47]([N:62]([CH3:63])[CH3:61])=[O:48])[C:20](=[O:27])[C:19]1[C:10](=[CH:11][C:12]2[C:13](=[O:43])[C:14]([NH:30][CH:31]4[C@H:36]([O:37][CH3:38])[C@H:35]([OH:39])[C@@H:34]([O:40][CH3:41])[C@H:33]([CH3:42])[O:32]4)=[CH:15][C:16](=[O:29])[C:17]=2[C:18]=1[OH:28])[C:9]3=[O:44], predict the reactants needed to synthesize it. The reactants are: [OH:1][C:2]1[C:7]2[C@@:8]3([OH:45])[C@@:21]([O:25][CH3:26])([C@H:22]([OH:24])[CH2:23][C:6]=2[CH:5]=[C:4]([CH3:46])[C:3]=1[C:47](O)=[O:48])[C:20](=[O:27])[C:19]1[C:10](=[CH:11][C:12]2[C:13](=[O:43])[C:14]([NH:30][CH:31]4[C@H:36]([O:37][CH3:38])[C@H:35]([OH:39])[C@@H:34]([O:40][CH3:41])[C@H:33]([CH3:42])[O:32]4)=[CH:15][C:16](=[O:29])[C:17]=2[C:18]=1[OH:28])[C:9]3=[O:44].O.ON1C2C=CC=CC=2N=N1.[CH3:61][NH:62][CH3:63]. (3) Given the product [Cl:1][C:2]1[CH:10]=[C:9]([C:38]#[C:37][C:39]2[CH:44]=[CH:43][CH:42]=[CH:41][N:40]=2)[C:5]2[O:6][CH2:7][O:8][C:4]=2[C:3]=1[NH:12][C:13]1[C:22]2[C:17](=[CH:18][C:19]([O:27][CH2:28][CH2:29][CH2:30][N:31]3[CH2:36][CH2:35][O:34][CH2:33][CH2:32]3)=[CH:20][C:21]=2[O:23][CH:24]([CH3:26])[CH3:25])[N:16]=[CH:15][N:14]=1, predict the reactants needed to synthesize it. The reactants are: [Cl:1][C:2]1[CH:10]=[C:9](I)[C:5]2[O:6][CH2:7][O:8][C:4]=2[C:3]=1[NH:12][C:13]1[C:22]2[C:17](=[CH:18][C:19]([O:27][CH2:28][CH2:29][CH2:30][N:31]3[CH2:36][CH2:35][O:34][CH2:33][CH2:32]3)=[CH:20][C:21]=2[O:23][CH:24]([CH3:26])[CH3:25])[N:16]=[CH:15][N:14]=1.[C:37]([C:39]1[CH:44]=[CH:43][CH:42]=[CH:41][N:40]=1)#[CH:38].C(NC(C)C)(C)C. (4) The reactants are: [Br:1][C:2]1[CH:3]=[N:4][C:5](Cl)=[N:6][CH:7]=1.[NH:9]1[CH:13]=[CH:12][N:11]=[CH:10]1.C(=O)([O-])[O-].[K+].[K+].C(O)C. Given the product [Br:1][C:2]1[CH:3]=[N:4][C:5]([N:9]2[CH:13]=[CH:12][N:11]=[CH:10]2)=[N:6][CH:7]=1, predict the reactants needed to synthesize it. (5) Given the product [F:53][C:20]([F:54])([F:19])[C:21]1[CH:26]=[C:25]([C:27]2[O:31][N:30]=[C:29]([C:32]3[CH:37]=[CH:36][C:35]([S:38]([NH:41][CH:69]([CH3:70])[C:68]([OH:67])=[O:77])(=[O:39])=[O:40])=[CH:34][CH:33]=3)[CH:28]=2)[CH:24]=[CH:23][C:22]=1[C:47]1[CH:48]=[CH:49][CH:50]=[CH:51][CH:52]=1.[F:53][C:20]([F:19])([F:54])[C:21]1[CH:26]=[C:25]([C:27]2[O:31][N:30]=[C:29]([C:32]3[CH:33]=[CH:34][C:35]([S:38]([NH:41][CH2:42][CH2:43][C:44]([NH2:57])=[O:45])(=[O:39])=[O:40])=[CH:36][CH:37]=3)[CH:28]=2)[CH:24]=[CH:23][C:22]=1[C:47]1[CH:52]=[CH:51][CH:50]=[CH:49][CH:48]=1, predict the reactants needed to synthesize it. The reactants are: C(C1C=CC(C2C=CC=CC=2)=C(C(F)(F)F)C=1)#C.[F:19][C:20]([F:54])([F:53])[C:21]1[CH:26]=[C:25]([C:27]2[O:31][N:30]=[C:29]([C:32]3[CH:37]=[CH:36][C:35]([S:38]([NH:41][CH2:42][CH2:43][C:44](O)=[O:45])(=[O:40])=[O:39])=[CH:34][CH:33]=3)[CH:28]=2)[CH:24]=[CH:23][C:22]=1[C:47]1[CH:52]=[CH:51][CH:50]=[CH:49][CH:48]=1.Cl.C[N:57](C)CCCN=C=NCC.[OH:67][C:68]1C2N=NNC=2C=[CH:70][CH:69]=1.[OH2:77].C(N(C(C)C)CC)(C)C.